Dataset: Reaction yield outcomes from USPTO patents with 853,638 reactions. Task: Predict the reaction yield, written as a fraction of the theoretical maximum amount of product (1.0 means a 100% yield; for example, 0.34 means a 34% yield). (1) The reactants are [CH2:1]([N:8]1[CH2:13][CH2:12]C(=O)[CH2:10][CH2:9]1)[C:2]1[CH:7]=[CH:6][CH:5]=[CH:4][CH:3]=1.[NH2:15][C:16]1[CH:21]=[CH:20][CH:19]=[CH:18][CH:17]=1.[NH3:22].[OH-].[NH4+].[C:25](O)(=O)[CH3:26]. No catalyst specified. The product is [CH2:1]([N:8]1[CH2:13][CH2:12][C:25]([NH:15][C:16]2[CH:21]=[CH:20][CH:19]=[CH:18][CH:17]=2)([C:26]#[N:22])[CH2:10][CH2:9]1)[C:2]1[CH:7]=[CH:6][CH:5]=[CH:4][CH:3]=1. The yield is 0.890. (2) The reactants are [CH:1]1([C:4]2[NH:8][C:7]3[CH:9]=[C:10]([C:16]4[C:17]([CH3:22])=[N:18][O:19][C:20]=4[CH3:21])[CH:11]=[C:12]([C:13]([OH:15])=O)[C:6]=3[N:5]=2)[CH2:3][CH2:2]1.CN([C:26]([O:30][N:31]1N=NC2C=CC=N[C:32]1=2)=[N+](C)C)C.F[P-](F)(F)(F)(F)F.Cl.C(N(CC)CC)C. The catalyst is CN(C=O)C.CCOC(C)=O. The product is [CH:1]1([C:4]2[NH:8][C:7]3[CH:9]=[C:10]([C:16]4[C:17]([CH3:22])=[N:18][O:19][C:20]=4[CH3:21])[CH:11]=[C:12]([C:13]([N:31]([O:30][CH3:26])[CH3:32])=[O:15])[C:6]=3[N:5]=2)[CH2:2][CH2:3]1. The yield is 1.00. (3) The reactants are CCN(C(C)C)C(C)C.[CH3:10][O:11][C:12]1[CH:13]=[CH:14][CH:15]=[C:16]2[C:21]=1[O:20][C:19](=[O:22])[C:18]([C:23]([OH:25])=O)=[CH:17]2.CN(C(ON1N=NC2C=CC=NC1=2)=[N+](C)C)C.F[P-](F)(F)(F)(F)F.[CH3:50][N:51]([CH3:65])[C:52]1[N:57]=[CH:56][C:55]([C:58]2[CH:59]=[C:60]([NH2:64])[CH:61]=[CH:62][CH:63]=2)=[CH:54][CH:53]=1. The catalyst is CN(C=O)C. The product is [CH3:50][N:51]([CH3:65])[C:52]1[N:57]=[CH:56][C:55]([C:58]2[CH:59]=[C:60]([NH:64][C:23]([C:18]3[C:19](=[O:22])[O:20][C:21]4[C:16]([CH:17]=3)=[CH:15][CH:14]=[CH:13][C:12]=4[O:11][CH3:10])=[O:25])[CH:61]=[CH:62][CH:63]=2)=[CH:54][CH:53]=1. The yield is 0.660. (4) The reactants are [F:1][C:2]([F:10])([C:5]([F:9])([F:8])[CH2:6][OH:7])[CH2:3][OH:4].[H-].[Na+].[CH2:13](Br)[CH:14]=[CH:15][C:16]1[CH:21]=[CH:20][CH:19]=[CH:18][CH:17]=1. The catalyst is CN(C)C=O. The product is [F:1][C:2]([F:10])([C:5]([F:9])([F:8])[CH2:6][O:7][CH2:13]/[CH:14]=[CH:15]/[C:16]1[CH:21]=[CH:20][CH:19]=[CH:18][CH:17]=1)[CH2:3][OH:4]. The yield is 0.540. (5) The reactants are [C:1]([C:4]12[CH2:13][CH:8]([C:9]([CH3:12])=[CH:10][CH2:11]1)C(=O)[CH2:6][CH:5]2[CH3:15])([CH3:3])=[CH2:2].O.C1(C)C=CC(S(O)(=O)=O)=CC=1.[CH3:28][O:29][CH:30](OC)[O:31][CH3:32].C([O-])(O)=O.[Na+]. The catalyst is CO. The yield is 0.920. The product is [C:1]([C:4]12[CH2:13][CH:8]([C:30]([O:31][CH3:32])([O:29][CH3:28])[CH2:15][CH:5]1[CH3:6])[C:9]([CH3:12])=[CH:10][CH2:11]2)([CH3:3])=[CH2:2]. (6) The reactants are Br[C:2]1[CH:3]=[C:4]([C:8]2([C:18]3[CH:19]=[N:20][CH:21]=[C:22]([F:24])[CH:23]=3)[C:16]3[C:11](=[CH:12][CH:13]=[CH:14][CH:15]=3)[C:10]([NH2:17])=[N:9]2)[CH:5]=[CH:6][CH:7]=1.[F:25][C:26]1[C:31](B(O)O)=[CH:30][CH:29]=[CH:28][N:27]=1. No catalyst specified. The product is [F:24][C:22]1[CH:23]=[C:18]([C:8]2([C:4]3[CH:5]=[CH:6][CH:7]=[C:2]([C:31]4[C:26]([F:25])=[N:27][CH:28]=[CH:29][CH:30]=4)[CH:3]=3)[C:16]3[C:11](=[CH:12][CH:13]=[CH:14][CH:15]=3)[C:10]([NH2:17])=[N:9]2)[CH:19]=[N:20][CH:21]=1. The yield is 0.260. (7) The reactants are [CH3:1][O:2][CH2:3][CH2:4][N:5]1[CH2:10][CH2:9][CH:8]([CH2:11][OH:12])[CH2:7][CH2:6]1.CN1CCOCC1.Cl[C:21]([O:23][C:24]1[CH:29]=[CH:28][C:27]([N+:30]([O-:32])=[O:31])=[CH:26][CH:25]=1)=[O:22]. The catalyst is C(Cl)Cl. The product is [C:21](=[O:22])([O:23][C:24]1[CH:25]=[CH:26][C:27]([N+:30]([O-:32])=[O:31])=[CH:28][CH:29]=1)[O:12][CH2:11][CH:8]1[CH2:9][CH2:10][N:5]([CH2:4][CH2:3][O:2][CH3:1])[CH2:6][CH2:7]1. The yield is 0.510. (8) The catalyst is C1(C)C=CC=CC=1. The product is [CH3:1][O:2][C:3](=[O:29])[CH:4]([CH2:24][CH:25]=[CH:26][CH2:27][P:33]([O:34][CH2:35][CH3:36])([O:32][CH2:30][CH3:31])=[O:37])[CH2:5][C:6]([CH3:23])=[CH:7][CH2:8][C:9]1[C:10]([OH:22])=[C:11]2[C:15](=[C:16]([CH3:20])[C:17]=1[O:18][CH3:19])[CH2:14][O:13][C:12]2=[O:21]. The yield is 0.430. The reactants are [CH3:1][O:2][C:3](=[O:29])[CH:4]([CH2:24][CH:25]=[CH:26][CH2:27]Br)[CH2:5][C:6]([CH3:23])=[CH:7][CH2:8][C:9]1[C:10]([OH:22])=[C:11]2[C:15](=[C:16]([CH3:20])[C:17]=1[O:18][CH3:19])[CH2:14][O:13][C:12]2=[O:21].[CH2:30]([O:32][P:33]([O:37]CC)[O:34][CH2:35][CH3:36])[CH3:31].